Dataset: Catalyst prediction with 721,799 reactions and 888 catalyst types from USPTO. Task: Predict which catalyst facilitates the given reaction. (1) Reactant: [BH4-].[Na+].[C:3]([N:11]1[C:20]2[C:15](=[CH:16][CH:17]=[CH:18][CH:19]=2)[C:14](=[O:21])[CH2:13][CH2:12]1)(=[O:10])[C:4]1[CH:9]=[CH:8][CH:7]=[CH:6][CH:5]=1. Product: [OH:21][CH:14]1[C:15]2[C:20](=[CH:19][CH:18]=[CH:17][CH:16]=2)[N:11]([C:3]([C:4]2[CH:9]=[CH:8][CH:7]=[CH:6][CH:5]=2)=[O:10])[CH2:12][CH2:13]1. The catalyst class is: 5. (2) Reactant: [CH3:1][C:2]1[CH:7]=[C:6]([O:8][CH2:9][CH2:10][CH2:11][S:12]([CH3:15])(=[O:14])=[O:13])[CH:5]=[CH:4][C:3]=1[C:16]1[CH:21]=[CH:20][CH:19]=[C:18]([CH2:22]O)[CH:17]=1.P(Br)(Br)[Br:25].C([O-])(O)=O.[Na+]. Product: [Br:25][CH2:22][C:18]1[CH:17]=[C:16]([C:3]2[CH:4]=[CH:5][C:6]([O:8][CH2:9][CH2:10][CH2:11][S:12]([CH3:15])(=[O:14])=[O:13])=[CH:7][C:2]=2[CH3:1])[CH:21]=[CH:20][CH:19]=1. The catalyst class is: 2. (3) Reactant: [CH:1]1([NH:7][C:8](=[O:25])[CH2:9][N:10]2[C:15](=[O:16])[C:14]3[C:17]([CH3:24])=[C:18]([C:20]([O:22]C)=[O:21])[S:19][C:13]=3[N:12]=[CH:11]2)[CH2:6][CH2:5][CH2:4][CH2:3][CH2:2]1.O.O.[OH-].[Li+]. Product: [CH:1]1([NH:7][C:8](=[O:25])[CH2:9][N:10]2[C:15](=[O:16])[C:14]3[C:17]([CH3:24])=[C:18]([C:20]([OH:22])=[O:21])[S:19][C:13]=3[N:12]=[CH:11]2)[CH2:2][CH2:3][CH2:4][CH2:5][CH2:6]1. The catalyst class is: 36. (4) Reactant: [CH3:1][C:2]#[N:3].[Li+].C[Si]([N-][Si](C)(C)C)(C)C.[CH2:14]([CH:17]([CH2:29][CH2:30][CH3:31])[CH2:18][O:19][C:20]1[O:24][C:23]([C:25](OC)=[O:26])=[CH:22][CH:21]=1)[CH2:15][CH3:16]. Product: [O:26]=[C:25]([C:23]1[O:24][C:20]([O:19][CH2:18][CH:17]([CH2:29][CH2:30][CH3:31])[CH2:14][CH2:15][CH3:16])=[CH:21][CH:22]=1)[CH2:1][C:2]#[N:3]. The catalyst class is: 1. (5) Reactant: [NH:1]1[C:9]2[C:4](=[CH:5][CH:6]=[CH:7][CH:8]=2)[CH2:3][CH2:2]1.[C:10]([N:13]1[CH2:19][CH2:18][C:17]2[CH:20]=[C:21]([S:24](Cl)(=[O:26])=[O:25])[CH:22]=[CH:23][C:16]=2[CH2:15][CH2:14]1)(=[O:12])[CH3:11].C(N(CC)C(C)C)(C)C. Product: [N:1]1([S:24]([C:21]2[CH:22]=[CH:23][C:16]3[CH2:15][CH2:14][N:13]([C:10](=[O:12])[CH3:11])[CH2:19][CH2:18][C:17]=3[CH:20]=2)(=[O:25])=[O:26])[C:9]2[C:4](=[CH:5][CH:6]=[CH:7][CH:8]=2)[CH2:3][CH2:2]1. The catalyst class is: 4. (6) Reactant: Cl[C:2]1[N:3]=[N+:4]([O-:12])[C:5]2[CH:11]=[CH:10][CH:9]=[CH:8][C:6]=2[N:7]=1.[CH2:13]([CH2:15][NH2:16])[OH:14]. Product: [O-:12][N+:4]1[C:5]2[CH:11]=[CH:10][CH:9]=[CH:8][C:6]=2[N:7]=[C:2]([NH:16][CH2:15][CH2:13][OH:14])[N:3]=1. The catalyst class is: 57. (7) Reactant: C(NC(C)C)(C)C.C([Li])CCC.[F:13][C:14]1[C:19]([O:20][CH3:21])=[CH:18][C:17]([O:22][CH3:23])=[C:16]([F:24])[C:15]=1[CH2:25][CH2:26][C:27]1[N:28]=[C:29]2[CH:35]=[CH:34][N:33]([S:36]([C:39]3[CH:44]=[CH:43][CH:42]=[CH:41][CH:40]=3)(=[O:38])=[O:37])[C:30]2=[N:31][CH:32]=1.[Br:45]C(Cl)(Cl)C(Br)(Cl)Cl. Product: [Br:45][C:34]1[N:33]([S:36]([C:39]2[CH:44]=[CH:43][CH:42]=[CH:41][CH:40]=2)(=[O:38])=[O:37])[C:30]2=[N:31][CH:32]=[C:27]([CH2:26][CH2:25][C:15]3[C:16]([F:24])=[C:17]([O:22][CH3:23])[CH:18]=[C:19]([O:20][CH3:21])[C:14]=3[F:13])[N:28]=[C:29]2[CH:35]=1. The catalyst class is: 7. (8) Reactant: [Cl:1][C:2]1[CH:3]=[C:4]([NH:16][CH2:17][N:18](SC)[C:19]#[N:20])[CH:5]=[C:6]([Cl:15])[C:7]=1[O:8][C:9]1[CH:14]=[CH:13][CH:12]=[CH:11][N:10]=1.[NH2:23][NH2:24]. Product: [Cl:1][C:2]1[CH:3]=[C:4]([NH:16][C:17]2[N:18]=[C:19]([NH2:20])[NH:24][N:23]=2)[CH:5]=[C:6]([Cl:15])[C:7]=1[O:8][C:9]1[CH:14]=[CH:13][CH:12]=[CH:11][N:10]=1. The catalyst class is: 14. (9) Reactant: [C:1]([O:4][CH2:5][CH2:6][CH2:7][CH2:8][CH2:9][CH2:10][CH2:11][CH2:12][O:13][C:14]1[CH:19]=[CH:18][CH:17]=[C:16]([N+:20]([O-])=O)[C:15]=1[C:23]#[N:24])(=[O:3])[CH3:2]. Product: [C:1]([O:4][CH2:5][CH2:6][CH2:7][CH2:8][CH2:9][CH2:10][CH2:11][CH2:12][O:13][C:14]1[CH:19]=[CH:18][CH:17]=[C:16]([NH2:20])[C:15]=1[C:23]#[N:24])(=[O:3])[CH3:2]. The catalyst class is: 50.